From a dataset of Retrosynthesis with 50K atom-mapped reactions and 10 reaction types from USPTO. Predict the reactants needed to synthesize the given product. Given the product Cc1cccc2cc(N3CCN(CCO)CC3)[nH]c(=O)c12, predict the reactants needed to synthesize it. The reactants are: Cc1cccc2cc(Cl)[nH]c(=O)c12.OCCN1CCNCC1.